This data is from Forward reaction prediction with 1.9M reactions from USPTO patents (1976-2016). The task is: Predict the product of the given reaction. (1) Given the reactants [CH3:1][O:2][C:3]1[CH:8]=[CH:7][N:6]([C:9]2[CH:14]=[CH:13][C:12]([F:15])=[CH:11][CH:10]=2)[C:5](=[O:16])[C:4]=1[C:17]([O:19]C)=[O:18].Cl, predict the reaction product. The product is: [CH3:1][O:2][C:3]1[CH:8]=[CH:7][N:6]([C:9]2[CH:14]=[CH:13][C:12]([F:15])=[CH:11][CH:10]=2)[C:5](=[O:16])[C:4]=1[C:17]([OH:19])=[O:18]. (2) Given the reactants [Br:1][C:2]1[CH:3]=[CH:4][C:5]([O:15][CH2:16][C:17]2[CH:22]=[CH:21][C:20]([Cl:23])=[CH:19][CH:18]=2)=[C:6]([CH2:8][N:9]2[CH2:13][CH2:12][CH:11]([NH2:14])[CH2:10]2)[CH:7]=1.CCN(CC)CC.[Cl:31][CH2:32][C:33](Cl)=[O:34], predict the reaction product. The product is: [Br:1][C:2]1[CH:3]=[CH:4][C:5]([O:15][CH2:16][C:17]2[CH:18]=[CH:19][C:20]([Cl:23])=[CH:21][CH:22]=2)=[C:6]([CH2:8][N:9]2[CH2:13][CH2:12][CH:11]([NH:14][C:33](=[O:34])[CH2:32][Cl:31])[CH2:10]2)[CH:7]=1.